Dataset: Full USPTO retrosynthesis dataset with 1.9M reactions from patents (1976-2016). Task: Predict the reactants needed to synthesize the given product. (1) Given the product [C:12]([CH:10]1[CH2:9][CH2:8][C:3]2([O:7][CH2:6][CH2:5][O:4]2)[CH:2]=[CH:11]1)([CH3:15])([CH3:13])[CH3:14], predict the reactants needed to synthesize it. The reactants are: Br[CH:2]1[CH2:11][CH:10]([C:12]([CH3:15])([CH3:14])[CH3:13])[CH2:9][CH2:8][C:3]21[O:7][CH2:6][CH2:5][O:4]2.C[O-].[Na+].O. (2) Given the product [NH2:1][C@:2]([CH3:53])([CH:50]([CH3:52])[CH3:51])[CH2:3][O:4][C@@H:5]1[C@@:12]2([CH3:37])[C@@H:13]3[CH2:14][CH2:15][C@H:16]4[C:25]([C@@:8]3([CH2:9][O:10][CH2:11]2)[CH2:7][C@H:6]1[N:38]1[C:42]([C:43]2[CH:48]=[CH:47][N:46]=[C:45]([C:62]3[CH:67]=[CH:66][N:65]=[CH:64][CH:63]=3)[CH:44]=2)=[N:41][CH:40]=[N:39]1)=[CH:24][CH2:23][C@:22]1([CH3:26])[C@:17]4([CH3:36])[CH2:18][CH2:19][C@@:20]([C@H:31]([CH3:35])[CH:32]([CH3:34])[CH3:33])([CH3:30])[C@H:21]1[C:27]([OH:29])=[O:28], predict the reactants needed to synthesize it. The reactants are: [NH2:1][C@:2]([CH3:53])([CH:50]([CH3:52])[CH3:51])[CH2:3][O:4][C@@H:5]1[C@@:12]2([CH3:37])[C@@H:13]3[CH2:14][CH2:15][C@H:16]4[C:25]([C@@:8]3([CH2:9][O:10][CH2:11]2)[CH2:7][C@H:6]1[N:38]1[C:42]([C:43]2[CH:48]=[CH:47][N:46]=[C:45](Br)[CH:44]=2)=[N:41][CH:40]=[N:39]1)=[CH:24][CH2:23][C@:22]1([CH3:26])[C@:17]4([CH3:36])[CH2:18][CH2:19][C@@:20]([C@H:31]([CH3:35])[CH:32]([CH3:34])[CH3:33])([CH3:30])[C@H:21]1[C:27]([OH:29])=[O:28].CC1(C)C(C)(C)OB([C:62]2[CH:67]=[CH:66][N:65]=[CH:64][CH:63]=2)O1.C1(P(C2CCCCC2)C2C=CC=CC=2C2C(C(C)C)=CC(C(C)C)=CC=2C(C)C)CCCCC1.C(=O)([O-])[O-].[Cs+].[Cs+]. (3) Given the product [CH3:13][C:6]1[C:7]([O:8][CH2:9][CH:10]([NH2:12])[CH3:11])=[C:2]([CH3:1])[CH:3]=[CH:4][CH:5]=1, predict the reactants needed to synthesize it. The reactants are: [CH3:1][C:2]1[C:7]([O:8][CH2:9][CH:10]([NH2:12])[CH3:11])=[C:6]([CH3:13])[CH:5]=[CH:4][CH:3]=1.Cl.C(O[BH-](OC(=O)C)OC(=O)C)(=O)C.[Na+].C(N(CC)C(C)C)(C)C.C(=O)([O-])[O-].[Cs+].[Cs+].CS(Cl)(=O)=O. (4) The reactants are: [CH:1]([C:4]1[CH:9]=[CH:8][CH:7]=[CH:6][C:5]=1[NH:10][C:11]([NH:13][C:14]([NH:16][CH:17]1[CH2:25][C:24]2[C:19](=[CH:20][CH:21]=[C:22]([C:26]3[N:30]=[CH:29][N:28]([C:31]4[CH:36]=[CH:35][C:34]([O:37][C:38]([F:41])([F:40])[F:39])=[CH:33][CH:32]=4)[N:27]=3)[CH:23]=2)[CH2:18]1)=[O:15])=[S:12])([CH3:3])[CH3:2].C(=O)([O-])[O-].[K+].[K+].Br[CH2:49][CH:50](Br)[CH3:51]. Given the product [CH:1]([C:4]1[CH:9]=[CH:8][CH:7]=[CH:6][C:5]=1[N:10]1[CH:50]([CH3:51])[CH2:49][S:12]/[C:11]/1=[N:13]\[C:14]([NH:16][CH:17]1[CH2:25][C:24]2[C:19](=[CH:20][CH:21]=[C:22]([C:26]3[N:30]=[CH:29][N:28]([C:31]4[CH:32]=[CH:33][C:34]([O:37][C:38]([F:41])([F:40])[F:39])=[CH:35][CH:36]=4)[N:27]=3)[CH:23]=2)[CH2:18]1)=[O:15])([CH3:3])[CH3:2], predict the reactants needed to synthesize it. (5) Given the product [F:13][C:14]1[CH:15]=[C:16]([S:20][C:3]2[C:4]3=[N:5][CH:6]=[CH:7][CH:8]=[C:9]3[NH:1][C:2]=2[C:10]([NH2:12])=[O:11])[CH:17]=[CH:18][CH:19]=1, predict the reactants needed to synthesize it. The reactants are: [NH:1]1[C:9]2[C:4](=[N:5][CH:6]=[CH:7][CH:8]=2)[CH:3]=[C:2]1[C:10]([NH2:12])=[O:11].[F:13][C:14]1[CH:15]=[C:16]([S:20][S:20][C:16]2[CH:17]=[CH:18][CH:19]=[C:14]([F:13])[CH:15]=2)[CH:17]=[CH:18][CH:19]=1. (6) The reactants are: [NH2:1][C:2]1[C:7]([C:8]#[N:9])=[C:6](Cl)[N:5]=[CH:4][N:3]=1.[F:11][C:12]1[CH:13]=[C:14]2[C:19](=[CH:20][CH:21]=1)[N:18]=[C:17]([CH:22]([NH2:24])[CH3:23])[C:16]([C:25]1[CH:30]=[CH:29][CH:28]=[CH:27][N:26]=1)=[C:15]2[C:31]1[O:32][C:33]([CH3:36])=[N:34][N:35]=1.C(N(CC)C(C)C)(C)C. Given the product [NH2:1][C:2]1[C:7]([C:8]#[N:9])=[C:6]([NH:24][CH:22]([C:17]2[C:16]([C:25]3[CH:30]=[CH:29][CH:28]=[CH:27][N:26]=3)=[C:15]([C:31]3[O:32][C:33]([CH3:36])=[N:34][N:35]=3)[C:14]3[C:19](=[CH:20][CH:21]=[C:12]([F:11])[CH:13]=3)[N:18]=2)[CH3:23])[N:5]=[CH:4][N:3]=1, predict the reactants needed to synthesize it. (7) Given the product [CH3:21][C:15]([S:8][CH2:7][C@@H:2]1[CH2:3][CH2:4][CH2:5][CH2:6][O:1]1)([CH3:22])[C:16]([O:18][CH2:19][CH3:20])=[O:17], predict the reactants needed to synthesize it. The reactants are: [O:1]1[CH2:6][CH2:5][CH2:4][CH2:3][C@H:2]1[CH2:7][S:8]C(=O)C.[OH-].[K+].Br[C:15]([CH3:22])([CH3:21])[C:16]([O:18][CH2:19][CH3:20])=[O:17]. (8) The reactants are: [NH:1]([C:8]([C@H:10]1[N:14]2[C:15](=[O:41])[C:16]([N:19]([CH2:30][C:31]3[CH:36]=[CH:35][CH:34]=[C:33]([C:37]([F:40])([F:39])[F:38])[CH:32]=3)[C:20](=[O:29])[O:21][CH2:22][C:23]3[CH:28]=[CH:27][CH:26]=[CH:25][CH:24]=3)=[CH:17][N:18]=[C:13]2[CH:12]([CH3:42])[CH2:11]1)=[O:9])[C:2]1[CH:7]=[CH:6][CH:5]=[CH:4][CH:3]=1.[CH2:43](Br)[CH:44]=C.[CH2:47]1COCC1. Given the product [CH2:42]([C@@:12]1([CH3:47])[C:13]2=[N:18][CH:17]=[C:16]([N:19]([CH2:30][C:31]3[CH:36]=[CH:35][CH:34]=[C:33]([C:37]([F:40])([F:39])[F:38])[CH:32]=3)[C:20](=[O:29])[O:21][CH2:22][C:23]3[CH:28]=[CH:27][CH:26]=[CH:25][CH:24]=3)[C:15](=[O:41])[N:14]2[C@H:10]([C:8]([NH:1][C:2]2[CH:7]=[CH:6][CH:5]=[CH:4][CH:3]=2)=[O:9])[CH2:11]1)[CH:43]=[CH2:44], predict the reactants needed to synthesize it. (9) Given the product [CH:17]1([CH:20]=[CH:9][C:10]([O:12][CH2:13][CH3:14])=[O:11])[CH2:19][CH2:18]1, predict the reactants needed to synthesize it. The reactants are: C(OP([CH2:9][C:10]([O:12][CH2:13][CH3:14])=[O:11])(OCC)=O)C.[H-].[Na+].[CH:17]1([CH:20]=O)[CH2:19][CH2:18]1.